From a dataset of Full USPTO retrosynthesis dataset with 1.9M reactions from patents (1976-2016). Predict the reactants needed to synthesize the given product. Given the product [C:1]([O:5][C:6](=[O:20])[NH:7][C:8]1[CH:9]=[CH:10][C:11]2[CH2:17][CH2:16][CH2:15][C:14]([S:18][CH3:21])=[N:13][C:12]=2[CH:19]=1)([CH3:4])([CH3:2])[CH3:3], predict the reactants needed to synthesize it. The reactants are: [C:1]([O:5][C:6](=[O:20])[NH:7][C:8]1[CH:9]=[CH:10][C:11]2[CH2:17][CH2:16][CH2:15][C:14](=[S:18])[NH:13][C:12]=2[CH:19]=1)([CH3:4])([CH3:3])[CH3:2].[C:21](=O)([O-])[O-].[K+].[K+].IC.